From a dataset of Full USPTO retrosynthesis dataset with 1.9M reactions from patents (1976-2016). Predict the reactants needed to synthesize the given product. (1) Given the product [C:34]([C:31]1[CH:32]=[CH:33][C:28]([C:26]2[N:21]=[C:22]([NH:1][CH:2]3[CH2:7][CH2:6][CH:5]([C:8]([OH:10])=[O:9])[CH2:4][CH2:3]3)[S:23][CH:25]=2)=[CH:29][CH:30]=1)#[N:35], predict the reactants needed to synthesize it. The reactants are: [NH2:1][C@@H:2]1[CH2:7][CH2:6][C@H:5]([C:8]([OH:10])=[O:9])[CH2:4][CH2:3]1.[OH-].[Li+].C([N:21]=[C:22]=[S:23])(=O)C1C=CC=CC=1.Br[CH2:25][C:26]([C:28]1[CH:33]=[CH:32][C:31]([C:34]#[N:35])=[CH:30][CH:29]=1)=O. (2) Given the product [NH2:1][C:2]1[N:7]=[CH:6][N:5]=[C:4]2[N:8]([CH2:19][CH2:20][N:21]([CH2:22][C:23]3[CH:24]=[CH:25][C:26]([O:29][CH3:30])=[CH:27][CH:28]=3)[C:31](=[O:34])[CH:32]=[CH2:33])[N:9]=[C:10]([C:11]3[CH:12]=[CH:13][C:14]([Cl:18])=[C:15]([OH:17])[CH:16]=3)[C:3]=12, predict the reactants needed to synthesize it. The reactants are: [NH2:1][C:2]1[N:7]=[CH:6][N:5]=[C:4]2[N:8]([CH2:19][CH2:20][NH:21][CH2:22][C:23]3[CH:28]=[CH:27][C:26]([O:29][CH3:30])=[CH:25][CH:24]=3)[N:9]=[C:10]([C:11]3[CH:12]=[CH:13][C:14]([Cl:18])=[C:15]([OH:17])[CH:16]=3)[C:3]=12.[C:31](Cl)(=[O:34])[CH:32]=[CH2:33]. (3) The reactants are: [H-].[Na+].[CH2:3]([SH:10])[C:4]1[CH:9]=[CH:8][CH:7]=[CH:6][CH:5]=1.[CH3:11][O:12][C:13]1[CH:18]=[CH:17][NH:16][N:15](Cl)[CH:14]=1.[Cl-].[NH4+]. Given the product [CH2:3]([S:10][N:15]1[CH:14]=[C:13]([O:12][CH3:11])[CH:18]=[CH:17][NH:16]1)[C:4]1[CH:9]=[CH:8][CH:7]=[CH:6][CH:5]=1, predict the reactants needed to synthesize it. (4) Given the product [NH2:24][C:25]1[N:30]=[CH:29][C:28]([C:31]2[CH:32]=[CH:33][C:34]([C:37]([NH:11][C@@H:12]([C:20]([CH3:23])([CH3:22])[CH3:21])[C:13]([O:15][C:16]([CH3:17])([CH3:19])[CH3:18])=[O:14])=[O:38])=[N:35][CH:36]=2)=[CH:27][N:26]=1, predict the reactants needed to synthesize it. The reactants are: C(N(CC)C(C)C)(C)C.Cl.[NH2:11][C@@H:12]([C:20]([CH3:23])([CH3:22])[CH3:21])[C:13]([O:15][C:16]([CH3:19])([CH3:18])[CH3:17])=[O:14].[NH2:24][C:25]1[N:30]=[CH:29][C:28]([C:31]2[CH:32]=[CH:33][C:34]([C:37](O)=[O:38])=[N:35][CH:36]=2)=[CH:27][N:26]=1. (5) Given the product [C:28]([CH2:27][N:1]1[CH2:5][CH2:4][C@H:3]([N:6]([CH2:15][C:16]2[CH:21]=[CH:20][CH:19]=[CH:18][C:17]=2[C:22]([F:24])([F:23])[F:25])[C:7]2[CH:8]=[CH:9][C:10]([C:11]#[N:12])=[CH:13][CH:14]=2)[CH2:2]1)#[N:29], predict the reactants needed to synthesize it. The reactants are: [NH:1]1[CH2:5][CH2:4][C@H:3]([N:6]([CH2:15][C:16]2[CH:21]=[CH:20][CH:19]=[CH:18][C:17]=2[C:22]([F:25])([F:24])[F:23])[C:7]2[CH:14]=[CH:13][C:10]([C:11]#[N:12])=[CH:9][CH:8]=2)[CH2:2]1.Br[CH2:27][C:28]#[N:29]. (6) Given the product [CH:9]([N:8]1[CH:7]([C:6]2[CH:22]=[CH:23][C:3]([O:2][CH3:1])=[CH:4][CH:5]=2)[O:32]1)([C:16]1[CH:17]=[CH:18][CH:19]=[CH:20][CH:21]=1)[C:10]1[CH:15]=[CH:14][CH:13]=[CH:12][CH:11]=1, predict the reactants needed to synthesize it. The reactants are: [CH3:1][O:2][C:3]1[CH:23]=[CH:22][C:6](/[CH:7]=[N:8]/[CH:9]([C:16]2[CH:21]=[CH:20][CH:19]=[CH:18][CH:17]=2)[C:10]2[CH:15]=[CH:14][CH:13]=[CH:12][CH:11]=2)=[CH:5][CH:4]=1.C1C=C(Cl)C=C(C(OO)=[O:32])C=1.